Task: Predict the reaction yield, written as a fraction of the theoretical maximum amount of product (1.0 means a 100% yield; for example, 0.34 means a 34% yield).. Dataset: Reaction yield outcomes from USPTO patents with 853,638 reactions (1) The reactants are [N:1]12[CH2:8][CH2:7][C:4]([C:9]([C:19]3[CH:24]=[CH:23][CH:22]=[C:21]([O:25][CH3:26])[CH:20]=3)([C:11]3[CH:16]=[CH:15][CH:14]=[C:13]([O:17][CH3:18])[CH:12]=3)[OH:10])([CH2:5][CH2:6]1)[CH2:3][CH2:2]2.[C:27]1([O:33][CH2:34][CH2:35][CH2:36][Br:37])[CH:32]=[CH:31][CH:30]=[CH:29][CH:28]=1. The catalyst is CC#N. The product is [Br-:37].[OH:10][C:9]([C:19]1[CH:24]=[CH:23][CH:22]=[C:21]([O:25][CH3:26])[CH:20]=1)([C:11]1[CH:16]=[CH:15][CH:14]=[C:13]([O:17][CH3:18])[CH:12]=1)[C:4]12[CH2:5][CH2:6][N+:1]([CH2:36][CH2:35][CH2:34][O:33][C:27]3[CH:32]=[CH:31][CH:30]=[CH:29][CH:28]=3)([CH2:2][CH2:3]1)[CH2:8][CH2:7]2. The yield is 0.332. (2) The reactants are [CH3:1][N:2]([CH2:4][C:5]1[CH:6]=[C:7]([CH:10]=[CH:11][C:12]=1[N:13]1[C:17]2=[N:18][CH:19]=[CH:20][C:21]([I:22])=[C:16]2[C:15]([CH:23]([CH3:25])[CH3:24])=[N:14]1)[C:8]#[N:9])[CH3:3].[OH:26]O.[OH-].[Na+].O. The catalyst is CS(C)=O. The product is [CH3:3][N:2]([CH2:4][C:5]1[CH:6]=[C:7]([CH:10]=[CH:11][C:12]=1[N:13]1[C:17]2=[N:18][CH:19]=[CH:20][C:21]([I:22])=[C:16]2[C:15]([CH:23]([CH3:25])[CH3:24])=[N:14]1)[C:8]([NH2:9])=[O:26])[CH3:1]. The yield is 0.650. (3) The reactants are Br[C:2]1[CH:7]=[CH:6][C:5]([NH2:8])=[C:4]([N+:9]([O-:11])=[O:10])[CH:3]=1.[CH3:12][C:13]1([CH3:29])[C:17]([CH3:19])([CH3:18])[O:16][B:15]([B:15]2[O:16][C:17]([CH3:19])([CH3:18])[C:13]([CH3:29])([CH3:12])[O:14]2)[O:14]1.C([O-])(=O)C.[K+]. The catalyst is CN(C)C=O.[Pd](Cl)Cl.C1(P(C2C=CC=CC=2)[C-]2C=CC=C2)C=CC=CC=1.[C-]1(P(C2C=CC=CC=2)C2C=CC=CC=2)C=CC=C1.[Fe+2]. The product is [N+:9]([C:4]1[CH:3]=[C:2]([B:15]2[O:16][C:17]([CH3:19])([CH3:18])[C:13]([CH3:29])([CH3:12])[O:14]2)[CH:7]=[CH:6][C:5]=1[NH2:8])([O-:11])=[O:10]. The yield is 0.810.